Predict the reactants needed to synthesize the given product. From a dataset of Full USPTO retrosynthesis dataset with 1.9M reactions from patents (1976-2016). (1) Given the product [F:13][C:2]([F:1])([F:12])[CH:3]([C:5]1[CH:6]=[CH:7][C:8]([F:11])=[CH:9][CH:10]=1)[OH:4], predict the reactants needed to synthesize it. The reactants are: [F:1][C:2]([F:13])([F:12])[C:3]([C:5]1[CH:10]=[CH:9][C:8]([F:11])=[CH:7][CH:6]=1)=[O:4].[BH4-].[Na+]. (2) Given the product [CH3:28][N:4]1[C:3]([CH2:2][N:29]2[CH2:32][CH:31]([N:33]3[CH2:38][CH2:37][CH2:36][CH2:35][CH2:34]3)[CH2:30]2)=[N:11][C:10]2[C:5]1=[N:6][C:7]([N:18]1[C:22]3[CH:23]=[CH:24][CH:25]=[CH:26][C:21]=3[N:20]=[C:19]1[CH3:27])=[N:8][C:9]=2[N:12]1[CH2:17][CH2:16][O:15][CH2:14][CH2:13]1, predict the reactants needed to synthesize it. The reactants are: Br[CH2:2][C:3]1[N:4]([CH3:28])[C:5]2[C:10]([N:11]=1)=[C:9]([N:12]1[CH2:17][CH2:16][O:15][CH2:14][CH2:13]1)[N:8]=[C:7]([N:18]1[C:22]3[CH:23]=[CH:24][CH:25]=[CH:26][C:21]=3[N:20]=[C:19]1[CH3:27])[N:6]=2.[NH:29]1[CH2:32][CH:31]([N:33]2[CH2:38][CH2:37][CH2:36][CH2:35][CH2:34]2)[CH2:30]1. (3) Given the product [CH3:1][N:2]1[CH2:15][CH2:14][C:5]2[N:6]([C:17]3[N:18]=[CH:19][S:20][CH:21]=3)[C:7]3[CH:8]=[CH:9][C:10]([CH3:13])=[CH:11][C:12]=3[C:4]=2[CH2:3]1, predict the reactants needed to synthesize it. The reactants are: [CH3:1][N:2]1[CH2:15][CH2:14][C:5]2[NH:6][C:7]3[CH:8]=[CH:9][C:10]([CH3:13])=[CH:11][C:12]=3[C:4]=2[CH2:3]1.Br[C:17]1[N:18]=[CH:19][S:20][CH:21]=1.[O-]P([O-])([O-])=O.[K+].[K+].[K+].N1CCC[C@H]1C(O)=O. (4) Given the product [CH3:9][O:8][C:5]1[CH:6]=[CH:7][C:2]([N:16]([C:17]2[CH:18]=[CH:19][CH:20]=[CH:21][CH:22]=2)[C:10]2[CH:15]=[CH:14][CH:13]=[CH:12][CH:11]=2)=[CH:3][CH:4]=1, predict the reactants needed to synthesize it. The reactants are: Cl[C:2]1[CH:7]=[CH:6][C:5]([O:8][CH3:9])=[CH:4][CH:3]=1.[C:10]1([NH:16][C:17]2[CH:22]=[CH:21][CH:20]=[CH:19][CH:18]=2)[CH:15]=[CH:14][CH:13]=[CH:12][CH:11]=1.CC(C)([O-])C.[Na+]. (5) Given the product [F:1][C:2]1[CH:3]=[C:4]([C:10]2[C:15]([C:16]3[CH:17]=[CH:18][C:19]([O:22][CH3:23])=[CH:20][CH:21]=3)=[N:14][N:13]([CH2:25][CH:26]([CH3:28])[CH3:27])[C:12](=[O:24])[CH:11]=2)[CH:5]=[CH:6][C:7]=1[O:8][CH3:9], predict the reactants needed to synthesize it. The reactants are: [F:1][C:2]1[CH:3]=[C:4]([C:10]2[C:15]([C:16]3[CH:21]=[CH:20][C:19]([O:22][CH3:23])=[CH:18][CH:17]=3)=[N:14][NH:13][C:12](=[O:24])[CH:11]=2)[CH:5]=[CH:6][C:7]=1[O:8][CH3:9].[CH2:25](I)[CH:26]([CH3:28])[CH3:27].